Task: Predict the product of the given reaction.. Dataset: Forward reaction prediction with 1.9M reactions from USPTO patents (1976-2016) (1) Given the reactants [H-].[Na+].[F:3][C:4]([F:35])([F:34])[C:5]1[CH:10]=[CH:9][C:8]([C:11]2[CH2:12][CH2:13][N:14]([C:17]([O:19][CH2:20][C:21]([OH:33])([CH3:32])[CH2:22][N:23]3[CH:27]=[C:26]([N+:28]([O-:30])=[O:29])[N:25]=[C:24]3Cl)=[O:18])[CH2:15][CH:16]=2)=[CH:7][CH:6]=1, predict the reaction product. The product is: [F:3][C:4]([F:35])([F:34])[C:5]1[CH:10]=[CH:9][C:8]([C:11]2[CH2:12][CH2:13][N:14]([C:17]([O:19][CH2:20][C:21]3([CH3:32])[O:33][C:24]4=[N:25][C:26]([N+:28]([O-:30])=[O:29])=[CH:27][N:23]4[CH2:22]3)=[O:18])[CH2:15][CH:16]=2)=[CH:7][CH:6]=1. (2) Given the reactants [CH3:1][C:2]([C:5]1[CH:9]=[C:8]([C:10]([O:12]CC)=[O:11])[N:7]([CH2:15][CH3:16])[N:6]=1)([CH3:4])[CH3:3].[OH-].[Na+], predict the reaction product. The product is: [CH3:4][C:2]([C:5]1[CH:9]=[C:8]([C:10]([OH:12])=[O:11])[N:7]([CH2:15][CH3:16])[N:6]=1)([CH3:1])[CH3:3].